The task is: Regression. Given a peptide amino acid sequence and an MHC pseudo amino acid sequence, predict their binding affinity value. This is MHC class II binding data.. This data is from Peptide-MHC class II binding affinity with 134,281 pairs from IEDB. (1) The peptide sequence is GMFTNRSGSQ. The MHC is HLA-DQA10401-DQB10402 with pseudo-sequence HLA-DQA10401-DQB10402. The binding affinity (normalized) is 0. (2) The peptide sequence is FDPYGATISAKPESA. The MHC is HLA-DPA10201-DPB10501 with pseudo-sequence HLA-DPA10201-DPB10501. The binding affinity (normalized) is 0. (3) The peptide sequence is TDAATHNPWASQKH. The MHC is DRB3_0202 with pseudo-sequence DRB3_0202. The binding affinity (normalized) is 0.156.